From a dataset of Merck oncology drug combination screen with 23,052 pairs across 39 cell lines. Regression. Given two drug SMILES strings and cell line genomic features, predict the synergy score measuring deviation from expected non-interaction effect. (1) Drug 1: CN1C(=O)C=CC2(C)C3CCC4(C)C(NC(=O)OCC(F)(F)F)CCC4C3CCC12. Drug 2: Nc1ccn(C2OC(CO)C(O)C2(F)F)c(=O)n1. Cell line: SKMES1. Synergy scores: synergy=-25.4. (2) Drug 1: O=C(NOCC(O)CO)c1ccc(F)c(F)c1Nc1ccc(I)cc1F. Drug 2: COC1=C2CC(C)CC(OC)C(O)C(C)C=C(C)C(OC(N)=O)C(OC)C=CC=C(C)C(=O)NC(=CC1=O)C2=O. Cell line: HT144. Synergy scores: synergy=12.1.